Predict the product of the given reaction. From a dataset of Forward reaction prediction with 1.9M reactions from USPTO patents (1976-2016). Given the reactants C([O:3][C:4](=[O:38])[CH2:5][O:6][C:7]1[CH:12]=[CH:11][C:10]([S:13][C:14]2[CH:19]=[C:18]([C:20]#[C:21][C:22]3[CH:27]=[CH:26][C:25]([S:28]([CH3:31])(=[O:30])=[O:29])=[CH:24][CH:23]=3)[CH:17]=[C:16]([O:32][CH2:33][CH:34]([CH3:36])[CH3:35])[CH:15]=2)=[CH:9][C:8]=1[CH3:37])C.[OH-].[Na+].Cl, predict the reaction product. The product is: [CH2:33]([O:32][C:16]1[CH:15]=[C:14]([S:13][C:10]2[CH:11]=[CH:12][C:7]([O:6][CH2:5][C:4]([OH:38])=[O:3])=[C:8]([CH3:37])[CH:9]=2)[CH:19]=[C:18]([C:20]#[C:21][C:22]2[CH:23]=[CH:24][C:25]([S:28]([CH3:31])(=[O:30])=[O:29])=[CH:26][CH:27]=2)[CH:17]=1)[CH:34]([CH3:36])[CH3:35].